From a dataset of Peptide-MHC class II binding affinity with 134,281 pairs from IEDB. Regression. Given a peptide amino acid sequence and an MHC pseudo amino acid sequence, predict their binding affinity value. This is MHC class II binding data. (1) The peptide sequence is TLTEALRVIAGTLEV. The MHC is DRB1_1001 with pseudo-sequence DRB1_1001. The binding affinity (normalized) is 0.677. (2) The peptide sequence is EKKYFAACQFEPLAA. The MHC is DRB1_1602 with pseudo-sequence DRB1_1602. The binding affinity (normalized) is 0.556.